This data is from Experimentally validated miRNA-target interactions with 360,000+ pairs, plus equal number of negative samples. The task is: Binary Classification. Given a miRNA mature sequence and a target amino acid sequence, predict their likelihood of interaction. (1) The miRNA is hsa-miR-1238-3p with sequence CUUCCUCGUCUGUCUGCCCC. The protein sequence of the target gene is MELATRYQIPKEVADIFNAPSDDEEFVGFRDDVPMETLSSEESCDSFDSLESGKQQDVRFHSKYFTEELRRIFIEDTDSETEDFAGFTQSDLNGKTNPEVMVVESDLSDDGKASLVSEEEEDEEEDKATPRRSRSRRSSIGLRVAFQFPTKKLANKPDKNSSSEQLFSSARLQNEKKTILERKKDCRQVIQREDSTSESEDDSRDESQESSDALLKRTMNIKENKAMLAQLLAELNSMPDFFPVRTPTSASRKKTVRRAFSEGQITRRMNPTRSARPPEKFALENFTVSAAKFAEEFYSF.... Result: 0 (no interaction). (2) The miRNA is mmu-miR-1894-5p with sequence CUCUCCCCUACCACCUGCCUCU. The protein sequence of the target gene is MATQVEPLLPAGAPLLQAEEHGLARKKPAPDAQAESGPGDGGGEPDGGVRRPRPACARPGRDGAERESPRPPAAAEAPAGSDGEDGGRRDFVEAPPPKVNPWTKHAPPPAAVNGQPPPEPSAPAKVVRAAAPKPRKGSKVGDFGDAVNWPTPGEIAHKSVQPQSHKPQPARKLPPKKDMKEQEKGDGSDSKESPKTKSDESGEEKNGDEDCQRGGQKKKGSKHKWVPLQIDMKPEVPREKLASRPTRPQEPRHTPAVRGEMKGSEPATYMPVSVAPPTPAWQPETKVEPAWHDQDETSSV.... Result: 1 (interaction). (3) The miRNA is hsa-miR-4742-5p with sequence UCAGGCAAAGGGAUAUUUACAGA. The protein sequence of the target gene is MAFTNYSSLNRAQLTFEYLHTNSTTHEFLFGALAELVDNARDADATRIDIYAERREDLRGGFMLCFLDDGAGMDPSDAASVIQFGKSAKRTPESTQIGQYGNGLKSGSMRIGKDFILFTKKEDTMTCLFLSRTFHEEEGIDEVIVPLPTWNARTREPVTDNVEKFAIETELIYKYSPFRTEEEVMTQFMKIPGDSGTLVIIFNLKLMDNGEPELDIISNPRDIQMAETSPEGTKPERRSFRAYAAVLYIDPRMRIFIHGHKVQTKRLSCCLYKPRMYKYTSSRFKTRAEQEVKKAEHVAR.... Result: 1 (interaction). (4) The miRNA is hsa-miR-3166 with sequence CGCAGACAAUGCCUACUGGCCUA. The protein sequence of the target gene is MDNAGKEREAVQLMAEAEKRVKASHSFLRGLFGGNTRIEEACEMYTRAANMFKMAKNWSAAGNAFCQAAKLHMQLQSKHDSATSFVDAGNAYKKADPQEAINCLNAAIDIYTDMGRFTIAAKHHITIAEIYETELVDIEKAIAHYEQSADYYKGEESNSSANKCLLKVAAYAAQLEQYQKAIEIYEQVGANTMDNPLLKYSAKDYFFKAALCHFIVDELNAKLALEKYEEMFPAFTDSRECKLLKKLLEAHEEQNSEAYTEAVKEFDSISRLDQWLTTMLLRIKKSIQGDGEGDGDLK. Result: 0 (no interaction). (5) The miRNA is hsa-miR-3183 with sequence GCCUCUCUCGGAGUCGCUCGGA. The protein sequence of the target gene is MLFLGMLKQVVNGTAQSKASSCRKLVLPLKFLGTSQHRIPADANFHSTSISEAEPPRVLITGGLGQLGVGLANLLRKRFGKDNVILSDIRKPPAHVFHSGPFVYANILDYKSLREIVVNHRISWLFHYSALLSAVGEANVSLARDVNITGLHNVLDVAAEYNVRLFVPSTIGAFGPTSPRNPAPDLCIQRPRTIYGVSKVHTELMGEYYYYRYGLDFRCLRYPGIISADSQPGGGTTDYAVQIFHAAAKNGTFECNLEAGTRLPMMYISDCLRATLEVMEAPAERLSMRTYNISAMSFTP.... Result: 0 (no interaction). (6) The miRNA is hsa-miR-520g-5p with sequence UCUAGAGGAAGCACUUUCUGUUU. The protein sequence of the target gene is MWTPTEEEKYGVVICSFRGSVPQGLVLEIGETVQILEKCEGWYRGVSTKKPNVKGIFPANYIHLKKAIVSNRGQYETVVPLEDSIVTEVTATLQEWASLWKQLYVKHKVDLFYKLRHVMNELIDLRRQLLSGHLTQDQVREVKRHITVRLDWGNEHLGLDLVPRKDFEVVDSDQISVSDLYKMHLSSRQSVQQSTSQVDTMRPRHGETCRMPVPHHFFLSLKSFTYNTIGEDTDVFFSLYDMREGKQISERFLVRLNKNGGPRNPEKIERMCALFTDLSSKDMKRDLYIVAHVIRIGRML.... Result: 0 (no interaction). (7) The miRNA is hsa-miR-548d-3p with sequence CAAAAACCACAGUUUCUUUUGC. The protein sequence of the target gene is MREYKVVVLGSGGVGKSALTVQFVTGSFIEKYDPTIEDFYRKEIEVDSSPSVLEILDTAGTEQFASMRDLYIKNGQGFILVYSLVNQQSFQDIKPMRDQIIRVKRYERVPMILVGNKVDLEGEREVSYGEGKALAEEWSCPFMETSAKNKASVDELFAEIVRQMNYAAQPNGDEGCCSACVIL. Result: 1 (interaction). (8) The miRNA is hsa-miR-4481 with sequence GGAGUGGGCUGGUGGUU. The protein sequence of the target gene is MSGRGKQGGKARAKAKTRSSRAGLQFPVGRVHRLLRKGNYAERVGAGAPVYLAAVLEYLTAEILELAGNAARDNKKTRIIPRHLQLAIRNDEELNKLLGKVTIAQGGVLPNIQAVLLPKKTESHHKTK. Result: 0 (no interaction). (9) The miRNA is hsa-miR-4753-5p with sequence CAAGGCCAAAGGAAGAGAACAG. The protein sequence of the target gene is MATATPVPPRMGSRAGGPTTPLSPTRLSRLQEKEELRELNDRLAVYIDKVRSLETENSALQLQVTEREEVRGRELTGLKALYETELADARRALDDTARERAKLQIELGKCKAEHDQLLLNYAKKESDLNGAQIKLREYEAALNSKDAALATALGDKKSLEGDLEDLKDQIAQLEASLAAAKKQLADETLLKVDLENRCQSLTEDLEFRKSMYEEEINETRRKHETRLVEVDSGRQIEYEYKLAQALHEMREQHDAQVRLYKEELEQTYHAKLENARLSSEMNTSTVNSAREELMESRMRI.... Result: 1 (interaction). (10) The protein sequence of the target gene is MAVSHSVKERTISENSLIILLQGLQGRVTTVDLRDESVAHGRIDNVDAFMNIRLAKVTYTDRWGHQVKLDDLFVTGRNVRYVHIPDDVNITSTIEQQLQIIHRVRNFGGKGQGRWEFPPKNCK. Result: 0 (no interaction). The miRNA is gga-miR-146b-3p with sequence CCCUAUGGAUUCAGUUCUGC.